From a dataset of Forward reaction prediction with 1.9M reactions from USPTO patents (1976-2016). Predict the product of the given reaction. (1) Given the reactants CS[C:3]1[S:4]/[C:5](=[CH:9]\[C:10]2[CH:11]=[C:12]3[C:17](=[CH:18][CH:19]=2)[N:16]=[CH:15][CH:14]=[CH:13]3)/[C:6](=[O:8])[N:7]=1.[Cl:20][C:21]1[CH:26]=[CH:25][C:24]([CH:27]([NH2:30])[CH2:28][OH:29])=[CH:23][CH:22]=1.CCN(C(C)C)C(C)C, predict the reaction product. The product is: [Cl:20][C:21]1[CH:22]=[CH:23][C:24]([CH:27]([NH:30][C:3]2[S:4]/[C:5](=[CH:9]\[C:10]3[CH:11]=[C:12]4[C:17](=[CH:18][CH:19]=3)[N:16]=[CH:15][CH:14]=[CH:13]4)/[C:6](=[O:8])[N:7]=2)[CH2:28][OH:29])=[CH:25][CH:26]=1. (2) Given the reactants C[O:2][C:3]([C:5]([CH3:49])([CH3:48])[CH2:6][O:7][C:8]([N:10]1[C:18]2[C:13](=[CH:14][CH:15]=[CH:16][C:17]=2[CH2:19][N:20]([CH2:33][C:34]2[CH:39]=[C:38]([C:40]([F:43])([F:42])[F:41])[CH:37]=[C:36]([C:44]([F:47])([F:46])[F:45])[CH:35]=2)[C:21]2[N:26]=[CH:25][C:24]([N:27]3[CH2:32][CH2:31][O:30][CH2:29][CH2:28]3)=[CH:23][N:22]=2)[CH2:12][CH2:11]1)=[O:9])=[O:4].[OH-].[Na+].Cl.C(OCC)(=O)C, predict the reaction product. The product is: [C:3]([C:5]([CH3:49])([CH3:48])[CH2:6][O:7][C:8]([N:10]1[C:18]2[C:13](=[CH:14][CH:15]=[CH:16][C:17]=2[CH2:19][N:20]([CH2:33][C:34]2[CH:35]=[C:36]([C:44]([F:47])([F:45])[F:46])[CH:37]=[C:38]([C:40]([F:42])([F:43])[F:41])[CH:39]=2)[C:21]2[N:26]=[CH:25][C:24]([N:27]3[CH2:32][CH2:31][O:30][CH2:29][CH2:28]3)=[CH:23][N:22]=2)[CH2:12][CH2:11]1)=[O:9])([OH:4])=[O:2].